This data is from Forward reaction prediction with 1.9M reactions from USPTO patents (1976-2016). The task is: Predict the product of the given reaction. (1) Given the reactants C1COCC1.[Br-].[CH2:7]([Zn+])[C:8]1[CH:13]=[CH:12][CH:11]=[CH:10][CH:9]=1.[NH2:15][C:16]1[C:17]2[CH:32]=[C:31](Br)[S:30][C:18]=2[N:19]=[C:20]([C:22]2[CH:23]=[C:24]([CH:27]=[CH:28][CH:29]=2)[C:25]#[N:26])[N:21]=1, predict the reaction product. The product is: [NH2:15][C:16]1[C:17]2[CH:32]=[C:31]([CH2:7][C:8]3[CH:13]=[CH:12][CH:11]=[CH:10][CH:9]=3)[S:30][C:18]=2[N:19]=[C:20]([C:22]2[CH:23]=[C:24]([CH:27]=[CH:28][CH:29]=2)[C:25]#[N:26])[N:21]=1. (2) Given the reactants [NH2:1][C:2]1[CH:9]=[CH:8][CH:7]=[CH:6][C:3]=1[CH2:4][OH:5].O[N:11]1C(=O)C2=CC=CC=C2C1=O, predict the reaction product. The product is: [NH2:1][C:2]1[CH:9]=[CH:8][CH:7]=[CH:6][C:3]=1[CH2:4][O:5][NH2:11]. (3) Given the reactants [N:1]1([CH2:6][C:7]2[CH:12]=[CH:11][C:10]([CH2:13][CH2:14][NH2:15])=[CH:9][CH:8]=2)[CH2:5][CH2:4][CH2:3][CH2:2]1.[C:16]1([C:25]2[CH:30]=[CH:29][CH:28]=[CH:27][CH:26]=2)[CH:21]=[CH:20][C:19]([C:22](O)=[O:23])=[CH:18][CH:17]=1, predict the reaction product. The product is: [N:1]1([CH2:6][C:7]2[CH:12]=[CH:11][C:10]([CH2:13][CH2:14][NH:15][C:22]([C:19]3[CH:20]=[CH:21][C:16]([C:25]4[CH:26]=[CH:27][CH:28]=[CH:29][CH:30]=4)=[CH:17][CH:18]=3)=[O:23])=[CH:9][CH:8]=2)[CH2:5][CH2:4][CH2:3][CH2:2]1.